Dataset: Full USPTO retrosynthesis dataset with 1.9M reactions from patents (1976-2016). Task: Predict the reactants needed to synthesize the given product. (1) Given the product [C:1]([NH:4][C:5]1[S:6][C:7]([CH2:36][N:37]2[CH2:41][CH2:40][C@@H:39]([C:42]([OH:44])=[O:43])[CH2:38]2)=[C:8]([CH2:10][CH2:11][C:12]2[CH:17]=[CH:16][C:15]([NH:18]/[C:19](/[NH:28][C:29]([O:31][C:32]([CH3:34])([CH3:35])[CH3:33])=[O:30])=[N:20]/[C:21]([O:23][C:24]([CH3:27])([CH3:25])[CH3:26])=[O:22])=[CH:14][CH:13]=2)[N:9]=1)(=[O:3])[CH3:2], predict the reactants needed to synthesize it. The reactants are: [C:1]([NH:4][C:5]1[S:6][C:7]([CH2:36][N:37]2[CH2:41][CH2:40][C@@H:39]([C:42]([O:44]C)=[O:43])[CH2:38]2)=[C:8]([CH2:10][CH2:11][C:12]2[CH:17]=[CH:16][C:15]([NH:18]/[C:19](/[NH:28][C:29]([O:31][C:32]([CH3:35])([CH3:34])[CH3:33])=[O:30])=[N:20]/[C:21]([O:23][C:24]([CH3:27])([CH3:26])[CH3:25])=[O:22])=[CH:14][CH:13]=2)[N:9]=1)(=[O:3])[CH3:2].[OH-].[Na+].Cl. (2) Given the product [CH3:1][O:2][C:3]1[CH:4]=[CH:5][C:6]([N:9]2[C:13](=[O:14])[C:12](=[O:15])[CH2:11][NH:10]2)=[CH:7][CH:8]=1, predict the reactants needed to synthesize it. The reactants are: [CH3:1][O:2][C:3]1[CH:8]=[CH:7][C:6]([N:9]2[C:13](=[O:14])[C:12](=[O:15])[CH:11](C)[NH:10]2)=[CH:5][CH:4]=1.COC1C=CC(N2C(=O)C(=O)C(C3C=CC=C(OC)C=3)N2)=CC=1.COC1C=CC(N2C(=O)C(=O)C(C3C=CC=CC=3)N2)=CC=1.COC1C=CC(N2C(=O)C(=O)C(C3C=CC(Cl)=CC=3)N2)=CC=1.COC1C=CC(N2C(=O)C(=O)C(C3C=CC(OC)=CC=3)N2)=CC=1.COC1C=CC(N2C(=O)C(=O)C(C3C=CC=C([N+]([O-])=O)C=3)N2)=CC=1.COC1C=CC(N2C(=O)C(=O)C(OC)N2)=CC=1.COC1C=CC(N2C(=O)C(=O)C(OCC)N2)=CC=1.COC1C=CC(N2C(=O)C(=O)C(N(C)C)N2)=CC=1.COC1C=CC(N2C(=O)C(=O)C(N(CC)CC)N2)=CC=1.COC1C=CC(N2C(=O)C(=O)C(NC(=O)C)N2)=CC=1.COC1C=CC(N2C(=O)C(=O)C(C(O)=O)N2)=CC=1.COC1C=CC(N2C(=O)C(=O)C(C(OC)=O)N2)=CC=1.COC1C=CC(N2C(=O)C(=O)C(C(OCC)=O)N2)=CC=1. (3) Given the product [NH2:14][C:11]1[N:12]=[CH:13][C:8]([C:7]2[CH:6]=[CH:5][C:4]([C:15]3[C:16]([OH:25])=[CH:17][C:18]([C:21]([F:24])([F:22])[F:23])=[CH:19][CH:20]=3)=[CH:3][C:2]=2[F:1])=[N:9][CH:10]=1, predict the reactants needed to synthesize it. The reactants are: [F:1][C:2]1[CH:3]=[C:4]([C:15]2[CH:20]=[CH:19][C:18]([C:21]([F:24])([F:23])[F:22])=[CH:17][C:16]=2[O:25]C)[CH:5]=[CH:6][C:7]=1[C:8]1[N:9]=[CH:10][C:11]([NH2:14])=[N:12][CH:13]=1.B(Br)(Br)Br.[NH4+].[Cl-].C([O-])(O)=O.[Na+]. (4) The reactants are: C([N:8]1[CH2:12][C@@H:11]([CH3:13])[C@@:10]([CH3:18])([C:14]([O:16][CH3:17])=[O:15])[CH2:9]1)C1C=CC=CC=1.Cl[C:20]([O:22][CH2:23][C:24]1[CH:29]=[CH:28][CH:27]=[CH:26][CH:25]=1)=[O:21]. Given the product [CH2:23]([O:22][C:20]([N:8]1[CH2:12][C@@H:11]([CH3:13])[C@@:10]([CH3:18])([C:14]([O:16][CH3:17])=[O:15])[CH2:9]1)=[O:21])[C:24]1[CH:29]=[CH:28][CH:27]=[CH:26][CH:25]=1, predict the reactants needed to synthesize it.